From a dataset of Full USPTO retrosynthesis dataset with 1.9M reactions from patents (1976-2016). Predict the reactants needed to synthesize the given product. (1) Given the product [C:1]([NH:5][C:6]1[C:7]([F:20])=[CH:8][C:9]([CH3:19])=[C:10]([C:12](=[O:18])[C:13]([O:15][CH2:16][CH3:17])=[O:14])[CH:11]=1)(=[O:3])[CH3:2], predict the reactants needed to synthesize it. The reactants are: [C:1](Cl)(=[O:3])[CH3:2].[NH2:5][C:6]1[C:7]([F:20])=[CH:8][C:9]([CH3:19])=[C:10]([C:12](=[O:18])[C:13]([O:15][CH2:16][CH3:17])=[O:14])[CH:11]=1.CCN(CC)CC. (2) Given the product [C:14]([NH:13][C:11]([C:10]1[C:4]2[C:5](=[N:6][CH:7]=[C:2]([NH:32][C:30]3[C:29]([CH3:33])=[N:28][N:27]([CH3:26])[CH:31]=3)[N:3]=2)[N:8]([CH2:18][O:19][CH2:20][CH2:21][Si:22]([CH3:25])([CH3:24])[CH3:23])[CH:9]=1)=[O:12])([CH3:17])([CH3:16])[CH3:15], predict the reactants needed to synthesize it. The reactants are: Br[C:2]1[N:3]=[C:4]2[C:10]([C:11]([NH:13][C:14]([CH3:17])([CH3:16])[CH3:15])=[O:12])=[CH:9][N:8]([CH2:18][O:19][CH2:20][CH2:21][Si:22]([CH3:25])([CH3:24])[CH3:23])[C:5]2=[N:6][CH:7]=1.[CH3:26][N:27]1[CH:31]=[C:30]([NH2:32])[C:29]([CH3:33])=[N:28]1.CC1(C)C2C(=C(P(C3C=CC=CC=3)C3C=CC=CC=3)C=CC=2)OC2C(P(C3C=CC=CC=3)C3C=CC=CC=3)=CC=CC1=2.C(=O)([O-])[O-].[Cs+].[Cs+]. (3) Given the product [CH3:14][N:13]([CH2:15][C:16]#[CH:17])[CH:10]1[C:11]2[C:7](=[CH:6][CH:5]=[C:4]([NH2:1])[CH:12]=2)[CH2:8][CH2:9]1, predict the reactants needed to synthesize it. The reactants are: [N+:1]([C:4]1[CH:12]=[C:11]2[C:7]([CH2:8][CH2:9][CH:10]2[N:13]([CH2:15][C:16]#[CH:17])[CH3:14])=[CH:6][CH:5]=1)([O-])=O.C(N(CC)CC)C. (4) The reactants are: C([O:8][C:9]1[CH:10]=[C:11]([C:15]2[N:19]([C:20]3[CH:25]=[CH:24][CH:23]=[C:22]([Cl:26])[CH:21]=3)[N:18]=[C:17]([C:27]([O:29][CH2:30][CH3:31])=[O:28])[CH:16]=2)[CH:12]=[CH:13][CH:14]=1)C1C=CC=CC=1. Given the product [Cl:26][C:22]1[CH:21]=[C:20]([N:19]2[C:15]([C:11]3[CH:12]=[CH:13][CH:14]=[C:9]([OH:8])[CH:10]=3)=[CH:16][C:17]([C:27]([O:29][CH2:30][CH3:31])=[O:28])=[N:18]2)[CH:25]=[CH:24][CH:23]=1, predict the reactants needed to synthesize it. (5) Given the product [CH3:14][O:15][C:16]1[CH:23]=[CH:22][C:19]([CH2:20][O:3][C:4]2[C:5]([C:10]([O:12][CH3:13])=[O:11])=[N:6][CH:7]=[CH:8][CH:9]=2)=[CH:18][CH:17]=1, predict the reactants needed to synthesize it. The reactants are: [H-].[Na+].[OH:3][C:4]1[C:5]([C:10]([O:12][CH3:13])=[O:11])=[N:6][CH:7]=[CH:8][CH:9]=1.[CH3:14][O:15][C:16]1[CH:23]=[CH:22][C:19]([CH2:20]Cl)=[CH:18][CH:17]=1.O.